Dataset: Reaction yield outcomes from USPTO patents with 853,638 reactions. Task: Predict the reaction yield, written as a fraction of the theoretical maximum amount of product (1.0 means a 100% yield; for example, 0.34 means a 34% yield). (1) The product is [CH2:1]([O:3][C:4]([C:6]1[CH:7]=[C:8]2[C:13](=[CH:14][CH:15]=1)[NH:12][CH:11]([C:16]1[CH:21]=[CH:20][CH:19]=[C:18]([Br:22])[CH:17]=1)[C:10]([CH3:23])([CH3:24])[CH2:9]2)=[O:5])[CH3:2]. The reactants are [CH2:1]([O:3][C:4]([C:6]1[CH:7]=[C:8]2[C:13](=[CH:14][CH:15]=1)[NH:12][CH:11]([C:16]1[CH:21]=[CH:20][CH:19]=[C:18]([Br:22])[CH:17]=1)[C:10]([CH3:24])([CH3:23])[CH:9]2O)=[O:5])[CH3:2].FC(F)(F)C(O)=O. The catalyst is C([SiH](CC)CC)C. The yield is 0.780. (2) The reactants are [N:1]1[CH:6]=[C:5]([CH2:7][NH2:8])[CH:4]=[N:3][CH:2]=1.C[Al](C)C.[Cl:13][C:14]1[CH:15]=[C:16]([CH:21]([C:36]([F:39])([F:38])[F:37])/[CH:22]=[CH:23]/[C:24]2[CH:34]=[CH:33][C:27]([C:28](OCC)=[O:29])=[C:26]([CH3:35])[CH:25]=2)[CH:17]=[C:18]([Cl:20])[CH:19]=1. The catalyst is C(Cl)Cl. The product is [Cl:13][C:14]1[CH:15]=[C:16]([CH:21]([C:36]([F:39])([F:37])[F:38])/[CH:22]=[CH:23]/[C:24]2[CH:34]=[CH:33][C:27]([C:28]([NH:8][CH2:7][C:5]3[CH:6]=[N:1][CH:2]=[N:3][CH:4]=3)=[O:29])=[C:26]([CH3:35])[CH:25]=2)[CH:17]=[C:18]([Cl:20])[CH:19]=1. The yield is 0.550. (3) The reactants are [CH2:1]([O:3][C:4](=[O:38])[CH:5]=[CH:6][CH:7]1[CH2:9][C:8]1([CH2:28][CH2:29][O:30][Si:31]([C:34]([CH3:37])([CH3:36])[CH3:35])([CH3:33])[CH3:32])[C@@H:10]1[C@:18]2([CH3:19])[C@H:13]([C@@H:14]([O:20][Si:21]([C:24]([CH3:27])([CH3:26])[CH3:25])([CH3:23])[CH3:22])[CH2:15][CH2:16][CH2:17]2)[CH2:12][CH2:11]1)[CH3:2].[H][H].CCCCCC.C(OCC)(=O)C. The catalyst is C(O)C.[Pd]. The product is [CH2:1]([O:3][C:4](=[O:38])[CH2:5][CH2:6][CH2:7][C:8]([C@@H:10]1[C@:18]2([CH3:19])[C@H:13]([C@@H:14]([O:20][Si:21]([C:24]([CH3:27])([CH3:26])[CH3:25])([CH3:22])[CH3:23])[CH2:15][CH2:16][CH2:17]2)[CH2:12][CH2:11]1)([CH3:9])[CH2:28][CH2:29][O:30][Si:31]([C:34]([CH3:37])([CH3:36])[CH3:35])([CH3:33])[CH3:32])[CH3:2]. The yield is 0.890.